Dataset: Reaction yield outcomes from USPTO patents with 853,638 reactions. Task: Predict the reaction yield, written as a fraction of the theoretical maximum amount of product (1.0 means a 100% yield; for example, 0.34 means a 34% yield). The product is [Cl:1][C:2](=[N:16][O:17][S:19]([CH3:18])(=[O:21])=[O:20])[CH:3]1[CH2:4][CH2:5][N:6]([C:9]([O:11][C:12]([CH3:13])([CH3:14])[CH3:15])=[O:10])[CH2:7][CH2:8]1. The catalyst is CCOCC. The yield is 0.536. The reactants are [Cl:1][C:2](=[N:16][OH:17])[CH:3]1[CH2:8][CH2:7][N:6]([C:9]([O:11][C:12]([CH3:15])([CH3:14])[CH3:13])=[O:10])[CH2:5][CH2:4]1.[CH3:18][S:19](Cl)(=[O:21])=[O:20].C(N(CC)CC)C.